Dataset: Catalyst prediction with 721,799 reactions and 888 catalyst types from USPTO. Task: Predict which catalyst facilitates the given reaction. (1) Reactant: [Cl:1][C:2]1[CH:10]=[CH:9][CH:8]=[CH:7][C:3]=1[C:4](Cl)=[O:5].[Cu][C:12]#[N:13].C(#N)C. Product: [Cl:1][C:2]1[CH:10]=[CH:9][CH:8]=[CH:7][C:3]=1[C:4](=[O:5])[C:12]#[N:13]. The catalyst class is: 11. (2) Reactant: [F:1][C:2]([F:45])([F:44])[C:3]1[CH:8]=[CH:7][C:6]([C:9]2[CH2:14][CH2:13][CH2:12][CH2:11][C:10]=2[C:15]([NH:17][C:18]2[CH:19]=[C:20]3[C:25](=[CH:26][CH:27]=2)[CH2:24][N:23]([CH2:28][CH2:29][C:30]2[N:35]=[C:34]([NH:36]C(=O)OC(C)(C)C)[CH:33]=[CH:32][CH:31]=2)[CH2:22][CH2:21]3)=[O:16])=[CH:5][CH:4]=1.FC(F)(F)C(O)=O. Product: [NH2:36][C:34]1[N:35]=[C:30]([CH2:29][CH2:28][N:23]2[CH2:22][CH2:21][C:20]3[C:25](=[CH:26][CH:27]=[C:18]([NH:17][C:15]([C:10]4[CH2:11][CH2:12][CH2:13][CH2:14][C:9]=4[C:6]4[CH:5]=[CH:4][C:3]([C:2]([F:44])([F:45])[F:1])=[CH:8][CH:7]=4)=[O:16])[CH:19]=3)[CH2:24]2)[CH:31]=[CH:32][CH:33]=1. The catalyst class is: 4. (3) Reactant: [CH2:1]([O:3][C:4]([C@@H:6]1[C@@H:10]([C:11](=[O:27])[NH:12][C:13]2[CH:18]=[CH:17][C:16]([N:19]3[CH:24]=[CH:23][CH:22]=[CH:21][C:20]3=[O:25])=[CH:15][C:14]=2[F:26])[CH2:9][N:8](C(OC(C)(C)C)=O)[CH2:7]1)=[O:5])[CH3:2].[ClH:35]. Product: [ClH:35].[CH2:1]([O:3][C:4]([C@@H:6]1[C@@H:10]([C:11](=[O:27])[NH:12][C:13]2[CH:18]=[CH:17][C:16]([N:19]3[CH:24]=[CH:23][CH:22]=[CH:21][C:20]3=[O:25])=[CH:15][C:14]=2[F:26])[CH2:9][NH:8][CH2:7]1)=[O:5])[CH3:2]. The catalyst class is: 32.